Dataset: NCI-60 drug combinations with 297,098 pairs across 59 cell lines. Task: Regression. Given two drug SMILES strings and cell line genomic features, predict the synergy score measuring deviation from expected non-interaction effect. Drug 1: C1=NC2=C(N=C(N=C2N1C3C(C(C(O3)CO)O)O)F)N. Drug 2: CN1C2=C(C=C(C=C2)N(CCCl)CCCl)N=C1CCCC(=O)O.Cl. Cell line: DU-145. Synergy scores: CSS=2.26, Synergy_ZIP=-2.29, Synergy_Bliss=-5.60, Synergy_Loewe=-10.8, Synergy_HSA=-7.78.